From a dataset of Reaction yield outcomes from USPTO patents with 853,638 reactions. Predict the reaction yield, written as a fraction of the theoretical maximum amount of product (1.0 means a 100% yield; for example, 0.34 means a 34% yield). (1) The reactants are [CH3:1][N:2]1[C:11]2[C:6](=[CH:7][C:8]([C:18]([F:21])([F:20])[F:19])=[C:9]([C:12]3[CH:13]=[N:14][N:15]([CH3:17])[CH:16]=3)[CH:10]=2)[NH:5][CH2:4][CH:3]1[CH3:22].Br[C:24]1[C:28]2[CH2:29][N:30]([C:33]([O:35][C:36]([CH3:39])([CH3:38])[CH3:37])=[O:34])[CH2:31][CH2:32][C:27]=2[N:26]([CH:40]2[CH2:45][CH2:44][O:43][CH2:42][CH2:41]2)[N:25]=1.C(O[Na])(C)(C)C.C1(P(C2CCCCC2)C2C=CC=CC=2C2C(OC(C)C)=CC=CC=2OC(C)C)CCCCC1. The catalyst is O1CCOCC1.O. The product is [CH3:22][CH:3]1[N:2]([CH3:1])[C:11]2[C:6](=[CH:7][C:8]([C:18]([F:19])([F:21])[F:20])=[C:9]([C:12]3[CH:13]=[N:14][N:15]([CH3:17])[CH:16]=3)[CH:10]=2)[N:5]([C:24]2[C:28]3[CH2:29][N:30]([C:33]([O:35][C:36]([CH3:38])([CH3:39])[CH3:37])=[O:34])[CH2:31][CH2:32][C:27]=3[N:26]([CH:40]3[CH2:41][CH2:42][O:43][CH2:44][CH2:45]3)[N:25]=2)[CH2:4]1. The yield is 0.500. (2) The reactants are C(Cl)(=O)C(Cl)=O.[O:7]=[C:8]([C:12]1[O:13][CH:14]=[CH:15][CH:16]=1)[C:9]([OH:11])=[O:10].[N:17]12[CH2:24][CH2:23][CH:20]([CH2:21][CH2:22]1)[C@@H:19](O)[CH2:18]2. The catalyst is CN(C)C=O.C(Cl)(Cl)Cl. The product is [N:17]12[CH2:24][CH2:23][CH:20]([CH2:21][CH2:22]1)[C@@H:19]([O:10][C:9](=[O:11])[C:8](=[O:7])[C:12]1[O:13][CH:14]=[CH:15][CH:16]=1)[CH2:18]2. The yield is 0.525. (3) The reactants are C(OC(C)C)(C)C.[CH3:8][NH:9][CH2:10][CH2:11][C@H:12]([O:18][C:19]1[C:28]2[C:23](=[CH:24][CH:25]=[CH:26][CH:27]=2)[CH:22]=[CH:21][CH:20]=1)[C:13]1[S:17][CH:16]=[CH:15][CH:14]=1.[CH3:29][C:30]1[CH:31]=[CH:32][C:33]([C:36]([C:38]2[N:42]([CH3:43])[C:41]([CH2:44][C:45]([OH:47])=[O:46])=[CH:40][CH:39]=2)=[O:37])=[CH:34][CH:35]=1. The catalyst is C(OCC)(=O)C. The product is [CH3:8][NH:9][CH2:10][CH2:11][C@H:12]([O:18][C:19]1[C:28]2[C:23](=[CH:24][CH:25]=[CH:26][CH:27]=2)[CH:22]=[CH:21][CH:20]=1)[C:13]1[S:17][CH:16]=[CH:15][CH:14]=1.[CH3:29][C:30]1[CH:31]=[CH:32][C:33]([C:36]([C:38]2[N:42]([CH3:43])[C:41]([CH2:44][C:45]([OH:47])=[O:46])=[CH:40][CH:39]=2)=[O:37])=[CH:34][CH:35]=1. The yield is 0.890. (4) The reactants are [Br:1][C:2]1[N:7]=[C:6]2[C:8]([I:11])=[CH:9][NH:10][C:5]2=[N:4][CH:3]=1.[H-].[Na+].[C:14]1([CH3:24])[CH:19]=[CH:18][C:17]([S:20](Cl)(=[O:22])=[O:21])=[CH:16][CH:15]=1. The catalyst is C1COCC1.CCOC(C)=O. The product is [Br:1][C:2]1[N:7]=[C:6]2[C:8]([I:11])=[CH:9][N:10]([S:20]([C:17]3[CH:18]=[CH:19][C:14]([CH3:24])=[CH:15][CH:16]=3)(=[O:22])=[O:21])[C:5]2=[N:4][CH:3]=1. The yield is 0.940. (5) The reactants are [NH2:1][C:2]1[CH:3]=[N:4][C:5]2[C:10]([C:11]=1[CH3:12])=[CH:9][CH:8]=[CH:7][CH:6]=2.[CH3:13][CH:14]([CH3:33])[CH2:15][CH:16]([C:22]1[CH:32]=[CH:31][C:25]([C:26]([O:28][CH2:29][CH3:30])=[O:27])=[CH:24][CH:23]=1)OS(C)(=O)=O.C(=O)([O-])[O-].[K+].[K+]. The catalyst is C(#N)C.[Cl-].[Na+].O. The product is [CH3:33][CH:14]([CH3:13])[CH2:15][CH:16]([C:22]1[CH:23]=[CH:24][C:25]([C:26]([O:28][CH2:29][CH3:30])=[O:27])=[CH:31][CH:32]=1)[NH:1][C:2]1[CH:3]=[N:4][C:5]2[C:10]([C:11]=1[CH3:12])=[CH:9][CH:8]=[CH:7][CH:6]=2. The yield is 0.100. (6) The reactants are [CH3:1][O:2][C:3]1[CH:26]=[C:25]([O:27][CH3:28])[CH:24]=[CH:23][C:4]=1[CH2:5][N:6]1[C:14](=O)[C:13]2[C:8](=[CH:9][CH:10]=[CH:11][C:12]=2[O:16][CH2:17][CH2:18][N:19]([CH3:21])[CH3:20])[C:7]1=O.[H-].[Al+3].[Li+].[H-].[H-].[H-].C1COCC1. No catalyst specified. The product is [CH3:1][O:2][C:3]1[CH:26]=[C:25]([O:27][CH3:28])[CH:24]=[CH:23][C:4]=1[CH2:5][N:6]1[CH2:14][C:13]2[C:8](=[CH:9][CH:10]=[CH:11][C:12]=2[O:16][CH2:17][CH2:18][N:19]([CH3:21])[CH3:20])[CH2:7]1. The yield is 1.03. (7) The reactants are [Cl:1][C:2]1[C:7]([NH2:8])=[C:6]([Cl:9])[N:5]=[CH:4][N:3]=1.O1CCCC1.[C:15]1([CH2:21][CH2:22][C:23](Cl)=[O:24])[CH:20]=[CH:19][CH:18]=[CH:17][CH:16]=1.ClCCl. The catalyst is CO. The yield is 0.440. The product is [Cl:1][C:2]1[C:7]([NH:8][C:23](=[O:24])[CH2:22][CH2:21][C:15]2[CH:20]=[CH:19][CH:18]=[CH:17][CH:16]=2)=[C:6]([Cl:9])[N:5]=[CH:4][N:3]=1. (8) The reactants are C[Al](C)C.[CH3:5][O:6][C:7]1[CH:8]=[C:9]([CH2:15][CH2:16][C:17]2[CH:18]=[C:19]([NH2:22])[NH:20][N:21]=2)[CH:10]=[C:11]([O:13][CH3:14])[CH:12]=1.[CH3:23][N:24]1[CH2:29][CH2:28][CH:27]([C:30]2[N:35]=[CH:34][C:33]([C:36](OC)=[O:37])=[CH:32][N:31]=2)[CH2:26][CH2:25]1.Cl. The catalyst is C1(C)C=CC=CC=1.CO. The product is [CH3:14][O:13][C:11]1[CH:10]=[C:9]([CH2:15][CH2:16][C:17]2[CH:18]=[C:19]([NH:22][C:36]([C:33]3[CH:34]=[N:35][C:30]([CH:27]4[CH2:28][CH2:29][N:24]([CH3:23])[CH2:25][CH2:26]4)=[N:31][CH:32]=3)=[O:37])[NH:20][N:21]=2)[CH:8]=[C:7]([O:6][CH3:5])[CH:12]=1. The yield is 0.390. (9) The reactants are [CH3:1][S:2](Cl)(=[O:4])=[O:3].[CH3:6][C@H:7]1[CH2:16][CH2:15][C:14]2[C:9](=[CH:10][CH:11]=[C:12]([CH:21]3[CH2:26][CH2:25][NH:24][CH2:23][CH2:22]3)[C:13]=2[O:17][CH2:18][CH2:19][CH3:20])[N:8]1[C:27](=[O:29])[CH3:28].C(N(CC)CC)C. The catalyst is ClCCl. The product is [CH3:6][C@H:7]1[CH2:16][CH2:15][C:14]2[C:9](=[CH:10][CH:11]=[C:12]([CH:21]3[CH2:26][CH2:25][N:24]([S:2]([CH3:1])(=[O:4])=[O:3])[CH2:23][CH2:22]3)[C:13]=2[O:17][CH2:18][CH2:19][CH3:20])[N:8]1[C:27](=[O:29])[CH3:28]. The yield is 0.720.